Predict the reaction yield, written as a fraction of the theoretical maximum amount of product (1.0 means a 100% yield; for example, 0.34 means a 34% yield). From a dataset of Reaction yield outcomes from USPTO patents with 853,638 reactions. The reactants are [N:1]1([C:7]2[CH:12]=[CH:11][C:10]([NH:13][C:14]([C:16]3[CH:17]=[C:18]([NH:22][C:23]([N:25]4[C:29]5[N:30]=[CH:31][N:32]=[C:33](Cl)[C:28]=5[CH:27]=[CH:26]4)=[O:24])[CH:19]=[CH:20][CH:21]=3)=[O:15])=[CH:9][CH:8]=2)[CH2:6][CH2:5][O:4][CH2:3][CH2:2]1.C(Cl)(=O)C.[F:39][C:40]([F:49])([F:48])[C:41]1[CH:42]=[C:43]([CH:45]=[CH:46][CH:47]=1)[NH2:44].Cl. The catalyst is C(O)CCC. The product is [N:1]1([C:7]2[CH:12]=[CH:11][C:10]([NH:13][C:14]([C:16]3[CH:17]=[C:18]([NH:22][C:23]([N:25]4[C:29]5[N:30]=[CH:31][N:32]=[C:33]([NH:44][C:43]6[CH:45]=[CH:46][CH:47]=[C:41]([C:40]([F:39])([F:48])[F:49])[CH:42]=6)[C:28]=5[CH:27]=[CH:26]4)=[O:24])[CH:19]=[CH:20][CH:21]=3)=[O:15])=[CH:9][CH:8]=2)[CH2:6][CH2:5][O:4][CH2:3][CH2:2]1. The yield is 0.640.